Dataset: Catalyst prediction with 721,799 reactions and 888 catalyst types from USPTO. Task: Predict which catalyst facilitates the given reaction. (1) Reactant: C(N(CC)CC)C.[C:8]([O:12][C:13]([O:15]C(OC(C)(C)C)=O)=O)([CH3:11])([CH3:10])[CH3:9].[CH3:23][S:24]([NH2:27])(=[O:26])=[O:25]. Product: [C:8]([O:12][C:13](=[O:15])[NH:27][S:24]([CH3:23])(=[O:26])=[O:25])([CH3:11])([CH3:10])[CH3:9]. The catalyst class is: 143. (2) Reactant: [Cl:1][C:2]1[CH:7]=[C:6]([Cl:8])[CH:5]=[CH:4][C:3]=1[NH:9][C:10]([N:12]1[CH2:17][CH2:16][CH:15]([NH2:18])[CH2:14][CH2:13]1)=[O:11].Cl[S:20]([C:23]1[CH:24]=[C:25]([CH:29]=[CH:30][CH:31]=1)[C:26]([OH:28])=[O:27])(=[O:22])=[O:21]. Product: [Cl:1][C:2]1[CH:7]=[C:6]([Cl:8])[CH:5]=[CH:4][C:3]=1[NH:9][C:10]([N:12]1[CH2:13][CH2:14][CH:15]([NH:18][S:20]([C:23]2[CH:24]=[C:25]([CH:29]=[CH:30][CH:31]=2)[C:26]([OH:28])=[O:27])(=[O:22])=[O:21])[CH2:16][CH2:17]1)=[O:11]. The catalyst class is: 17. (3) Reactant: Br[CH:2]([C:5]1[CH:10]=[CH:9][CH:8]=[CH:7][CH:6]=1)[CH:3]=O.[N:11]1([C:16]2[CH:17]=[C:18]([NH:22][C:23]([NH2:25])=[S:24])[CH:19]=[CH:20][CH:21]=2)[CH:15]=[CH:14][N:13]=[CH:12]1.C(OCC)(=O)C.C(=O)([O-])[O-].[K+].[K+]. Product: [N:11]1([C:16]2[CH:17]=[C:18]([NH:22][C:23]3[S:24][C:2]([C:5]4[CH:10]=[CH:9][CH:8]=[CH:7][CH:6]=4)=[CH:3][N:25]=3)[CH:19]=[CH:20][CH:21]=2)[CH:15]=[CH:14][N:13]=[CH:12]1. The catalyst class is: 8.